This data is from Forward reaction prediction with 1.9M reactions from USPTO patents (1976-2016). The task is: Predict the product of the given reaction. (1) Given the reactants [CH3:1][C:2]1[C:3]([Sn](CCCC)(CCCC)CCCC)=[N:4][CH:5]=[CH:6][CH:7]=1.Br[C:22]1[N:26]([S:27]([C:30]2[CH:31]=[N:32][CH:33]=[CH:34][CH:35]=2)(=[O:29])=[O:28])[CH:25]=[C:24]([CH2:36][N:37]([CH3:45])[C:38](=[O:44])[O:39][C:40]([CH3:43])([CH3:42])[CH3:41])[CH:23]=1, predict the reaction product. The product is: [CH3:45][N:37]([CH2:36][C:24]1[CH:23]=[C:22]([C:3]2[C:2]([CH3:1])=[CH:7][CH:6]=[CH:5][N:4]=2)[N:26]([S:27]([C:30]2[CH:31]=[N:32][CH:33]=[CH:34][CH:35]=2)(=[O:29])=[O:28])[CH:25]=1)[C:38](=[O:44])[O:39][C:40]([CH3:43])([CH3:41])[CH3:42]. (2) Given the reactants [C:1]12([N:11]=[C:12]=[O:13])[CH2:10][CH:5]3[CH2:6][CH:7]([CH2:9][CH:3]([CH2:4]3)[CH2:2]1)[CH2:8]2.[CH3:14][NH:15][C:16]([C:18]1[CH:23]=[C:22]([O:24][C:25]2[CH:30]=[CH:29][C:28]([NH2:31])=[CH:27][CH:26]=2)[CH:21]=[CH:20][N:19]=1)=[O:17].ClC1C=CC(NC(=O)N[C@H]2CC[C@H](OC3C=CC(C(O)=O)=CC=3)CC2)=CC=1C(F)(F)F, predict the reaction product. The product is: [CH3:14][NH:15][C:16]([C:18]1[CH:23]=[C:22]([O:24][C:25]2[CH:30]=[CH:29][C:28]([NH:31][C:12]([NH:11][C:1]34[CH2:10][CH:5]5[CH2:6][CH:7]([CH2:9][CH:3]([CH2:4]5)[CH2:2]3)[CH2:8]4)=[O:13])=[CH:27][CH:26]=2)[CH:21]=[CH:20][N:19]=1)=[O:17]. (3) Given the reactants [CH2:1]([O:3][C:4](=[O:24])[CH2:5][C:6]1[CH:11]=[CH:10][C:9]([O:12][CH3:13])=[C:8]([O:14][C:15]2[CH:20]=[CH:19][C:18]([Cl:21])=[CH:17][C:16]=2[CH2:22]O)[CH:7]=1)[CH3:2].P(Br)(Br)[Br:26], predict the reaction product. The product is: [CH2:1]([O:3][C:4](=[O:24])[CH2:5][C:6]1[CH:11]=[CH:10][C:9]([O:12][CH3:13])=[C:8]([O:14][C:15]2[CH:20]=[CH:19][C:18]([Cl:21])=[CH:17][C:16]=2[CH2:22][Br:26])[CH:7]=1)[CH3:2]. (4) Given the reactants [N:1]1[CH:6]=[CH:5][N:4]=[C:3]2[C:7]([O:9][C:10](=[O:11])[C:2]=12)=[O:8].[CH2:12]([NH2:16])[CH2:13][CH2:14][NH2:15], predict the reaction product. The product is: [NH2:15][CH2:14][CH2:13][CH2:12][NH:16][C:7]([C:3]1[C:2]([C:10]([OH:9])=[O:11])=[N:1][CH:6]=[CH:5][N:4]=1)=[O:8]. (5) Given the reactants C(OC1CCCCCCC(O)CCCCC1)(=O)C.[C:19]([O:22][CH:23]1[CH2:35][CH2:34][CH2:33][CH2:32][CH2:31][CH2:30][CH2:29][CH:28]([OH:36])[CH:27]=[CH:26][CH2:25][CH2:24]1)(=[O:21])[CH3:20].[H][H], predict the reaction product. The product is: [C:19]([O:22][CH:23]1[CH2:35][CH2:34][CH2:33][CH2:32][CH2:31][CH2:30][CH2:29][CH:28]([OH:36])[CH2:27][CH2:26][CH2:25][CH2:24]1)(=[O:21])[CH3:20]. (6) Given the reactants [CH:1]1([NH:7][C:8]2[C:13]([CH:14]([OH:16])[CH3:15])=[CH:12][N:11]=[C:10]3[N:17]([CH2:20][O:21][CH2:22][CH2:23][Si:24]([CH3:27])([CH3:26])[CH3:25])[CH:18]=[CH:19][C:9]=23)[CH2:6][CH2:5][CH2:4][CH2:3][CH2:2]1.[CH2:28]=O.O, predict the reaction product. The product is: [CH:1]1([N:7]2[C:8]3[C:9]4[CH:19]=[CH:18][N:17]([CH2:20][O:21][CH2:22][CH2:23][Si:24]([CH3:26])([CH3:25])[CH3:27])[C:10]=4[N:11]=[CH:12][C:13]=3[CH:14]([CH3:15])[O:16][CH2:28]2)[CH2:2][CH2:3][CH2:4][CH2:5][CH2:6]1.